Dataset: Catalyst prediction with 721,799 reactions and 888 catalyst types from USPTO. Task: Predict which catalyst facilitates the given reaction. (1) Reactant: [F:1][C:2]([F:34])([F:33])[C:3]([NH:5][C@H:6]1[C@@H:16]2[N:10]([C:11]3[CH:24]=[C:23]([NH:25]CC4C=CC=CC=4)[CH:22]=[CH:21][C:12]=3[O:13][C:14]3[CH:20]=[CH:19][CH:18]=[CH:17][C:15]=32)[CH2:9][CH2:8][CH2:7]1)=[O:4].Cl.O1CCOCC1. Product: [NH2:25][C:23]1[CH:22]=[CH:21][C:12]2[O:13][C:14]3[CH:20]=[CH:19][CH:18]=[CH:17][C:15]=3[C@@H:16]3[C@H:6]([NH:5][C:3](=[O:4])[C:2]([F:33])([F:34])[F:1])[CH2:7][CH2:8][CH2:9][N:10]3[C:11]=2[CH:24]=1. The catalyst class is: 29. (2) Reactant: [NH2:1][OH:2].[C:3]([N:6]1[CH2:11][CH2:10][CH:9]([O:12][C@H:13]2[CH2:18][C@H:17]([C:19]([O:21]C)=O)[C@@H:16]([C:23]([N:25]3[CH2:30][CH2:29][N:28]([C:31]4[CH:36]=[CH:35][CH:34]=[CH:33][CH:32]=4)[CH2:27][CH2:26]3)=[O:24])[CH2:15][CH2:14]2)[CH2:8][CH2:7]1)(=[O:5])[CH3:4]. Product: [C:3]([N:6]1[CH2:7][CH2:8][CH:9]([O:12][C@H:13]2[CH2:18][C@H:17]([C:19]([NH:1][OH:2])=[O:21])[C@@H:16]([C:23]([N:25]3[CH2:30][CH2:29][N:28]([C:31]4[CH:36]=[CH:35][CH:34]=[CH:33][CH:32]=4)[CH2:27][CH2:26]3)=[O:24])[CH2:15][CH2:14]2)[CH2:10][CH2:11]1)(=[O:5])[CH3:4]. The catalyst class is: 5. (3) Reactant: [NH2:1][C:2]1[CH:3]=[C:4](/[CH:12]=[CH:13]/[N:14]2[C:22](=[O:23])[C:21]3[C:16](=[CH:17][CH:18]=[CH:19][CH:20]=3)[C:15]2=[O:24])[CH:5]=[C:6]([C:8]([F:11])([F:10])[F:9])[CH:7]=1.O1CCCC1.[H][H]. Product: [NH2:1][C:2]1[CH:3]=[C:4]([CH2:12][CH2:13][N:14]2[C:22](=[O:23])[C:21]3[C:16](=[CH:17][CH:18]=[CH:19][CH:20]=3)[C:15]2=[O:24])[CH:5]=[C:6]([C:8]([F:9])([F:10])[F:11])[CH:7]=1. The catalyst class is: 29.